The task is: Predict the reactants needed to synthesize the given product.. This data is from Full USPTO retrosynthesis dataset with 1.9M reactions from patents (1976-2016). (1) Given the product [NH2:1][C:2]1[C:11]([CH3:12])=[CH:10][C:9]([O:29][C:30]([F:33])([F:32])[F:31])=[CH:8][C:3]=1[C:4]([O:6][CH3:7])=[O:5], predict the reactants needed to synthesize it. The reactants are: [NH2:1][C:2]1[C:11]([CH3:12])=[CH:10][C:9](C(F)(F)F)=[CH:8][C:3]=1[C:4]([O:6][CH3:7])=[O:5].NC1C(I)=CC([O:29][C:30]([F:33])([F:32])[F:31])=CC=1C(OC)=O. (2) Given the product [C:1]([C:4]1[CH:11]=[CH:10][C:7]([C:8]2[S:15][C:14]3[CH:16]=[CH:17][CH:18]=[CH:19][C:13]=3[C:12](=[O:20])[N:9]=2)=[CH:6][CH:5]=1)(=[O:3])[CH3:2], predict the reactants needed to synthesize it. The reactants are: [C:1]([C:4]1[CH:11]=[CH:10][C:7]([C:8]#[N:9])=[CH:6][CH:5]=1)(=[O:3])[CH3:2].[C:12](OC)(=[O:20])[C:13]1[C:14](=[CH:16][CH:17]=[CH:18][CH:19]=1)[SH:15].C(N(CC)CC)C. (3) Given the product [CH3:28][C:10]1([CH2:11][N:12]2[CH2:17][CH2:16][N:15]([C:18]([O:20][CH2:21][C:22]3[CH:27]=[CH:26][CH:25]=[CH:24][CH:23]=3)=[O:19])[CH2:14][CH2:13]2)[CH2:2][O:9]1, predict the reactants needed to synthesize it. The reactants are: [I-].[CH3:2][S+](C)(C)=O.[H-].[Na+].[O:9]=[C:10]([CH3:28])[CH2:11][N:12]1[CH2:17][CH2:16][N:15]([C:18]([O:20][CH2:21][C:22]2[CH:27]=[CH:26][CH:25]=[CH:24][CH:23]=2)=[O:19])[CH2:14][CH2:13]1. (4) Given the product [CH3:20][C:17]1[CH:18]=[CH:19][C:14]([S:11]([N:6]2[C:7]3[C:3](=[C:2]([CH:21]=[CH2:22])[CH:10]=[CH:9][CH:8]=3)[CH:4]=[CH:5]2)(=[O:13])=[O:12])=[CH:15][CH:16]=1, predict the reactants needed to synthesize it. The reactants are: Br[C:2]1[CH:10]=[CH:9][CH:8]=[C:7]2[C:3]=1[CH:4]=[CH:5][N:6]2[S:11]([C:14]1[CH:19]=[CH:18][C:17]([CH3:20])=[CH:16][CH:15]=1)(=[O:13])=[O:12].[CH2:21]([Sn](CCCC)(CCCC)C=C)[CH2:22]CC. (5) Given the product [CH3:1][OH:2].[NH4+:10].[OH-:38].[CH3:1][O:2][C:3]1[CH:12]=[C:11]2[C:6]([C:7]([S:13]([CH2:14][C:15]3[N:19]4[N:20]=[C:21]([C:24]5[CH:29]=[CH:28][CH:27]=[CH:26][CH:25]=5)[CH:22]=[CH:23][C:18]4=[N:17][N:16]=3)=[O:42])=[CH:8][CH:9]=[N:10]2)=[CH:5][CH:4]=1, predict the reactants needed to synthesize it. The reactants are: [CH3:1][O:2][C:3]1[CH:12]=[C:11]2[C:6]([C:7]([S:13][CH2:14][C:15]3[N:19]4[N:20]=[C:21]([C:24]5[CH:29]=[CH:28][CH:27]=[CH:26][CH:25]=5)[CH:22]=[CH:23][C:18]4=[N:17][N:16]=3)=[CH:8][CH:9]=[N:10]2)=[CH:5][CH:4]=1.C1C=C(Cl)C=C(C(OO)=[O:38])C=1.C([O-])(O)=[O:42].[Na+]. (6) Given the product [Cl:21][C:20]1[CH:19]=[C:18]([N:22]2[CH:2]=[N:1][C:3]([C:4]([O:6][CH2:7][CH3:8])=[O:5])=[N:23]2)[CH:17]=[C:16]([Cl:24])[C:15]=1[OH:14], predict the reactants needed to synthesize it. The reactants are: [N+:1]([CH2:3][C:4]([O:6][CH2:7][CH3:8])=[O:5])#[C-:2].F[B-](F)(F)F.[OH:14][C:15]1[C:20]([Cl:21])=[CH:19][C:18]([N+:22]#[N:23])=[CH:17][C:16]=1[Cl:24].O.O.O.C([O-])(=O)C.[Na+].